Task: Regression. Given a peptide amino acid sequence and an MHC pseudo amino acid sequence, predict their binding affinity value. This is MHC class I binding data.. Dataset: Peptide-MHC class I binding affinity with 185,985 pairs from IEDB/IMGT (1) The peptide sequence is VLLDYQGML. The MHC is Patr-A0701 with pseudo-sequence Patr-A0701. The binding affinity (normalized) is 0. (2) The peptide sequence is FSFEIALLK. The MHC is HLA-A11:01 with pseudo-sequence HLA-A11:01. The binding affinity (normalized) is 0.838. (3) The MHC is Mamu-B8301 with pseudo-sequence Mamu-B8301. The peptide sequence is WQMDCTHLEG. The binding affinity (normalized) is 0.00556.